Dataset: Catalyst prediction with 721,799 reactions and 888 catalyst types from USPTO. Task: Predict which catalyst facilitates the given reaction. (1) Reactant: [C:1]([O:4][C:5]1[CH:10]=[CH:9][C:8]([C:11]2[C:20](=[O:21])[C:19]3[C:14](=[CH:15][C:16]([O:22][C:23](=[O:25])[CH3:24])=[CH:17][CH:18]=3)[O:13][C:12]=2[C:26]2[CH:31]=[CH:30][CH:29]=[CH:28][CH:27]=2)=[CH:7][CH:6]=1)(=[O:3])[CH3:2]. Product: [C:1]([O:4][C:5]1[CH:6]=[CH:7][C:8]([CH:11]2[CH:20]([OH:21])[C:19]3[C:14](=[CH:15][C:16]([O:22][C:23](=[O:25])[CH3:24])=[CH:17][CH:18]=3)[O:13][CH:12]2[C:26]2[CH:31]=[CH:30][CH:29]=[CH:28][CH:27]=2)=[CH:9][CH:10]=1)(=[O:3])[CH3:2]. The catalyst class is: 153. (2) Reactant: [Br:1][C:2]1[CH:3]=[C:4]([OH:9])[CH:5]=[C:6]([Br:8])[CH:7]=1.[CH:10]1([CH2:15]O)[CH2:14][CH2:13][CH2:12][CH2:11]1.C(P(CCCC)CCCC)CCC.N(C(N1CCCCC1)=O)=NC(N1CCCCC1)=O. Product: [Br:1][C:2]1[CH:3]=[C:4]([O:9][CH2:15][CH:10]2[CH2:14][CH2:13][CH2:12][CH2:11]2)[CH:5]=[C:6]([Br:8])[CH:7]=1. The catalyst class is: 1. (3) Reactant: [Br:1][C:2]1[CH:11]=[CH:10][C:5]([C:6]([O:8][CH3:9])=[O:7])=[C:4]([N+:12]([O-:14])=[O:13])[C:3]=1[OH:15].C(=O)([O-])[O-].[K+].[K+].CN(C)C=O.[CH2:27](Br)[C:28]1[CH:33]=[CH:32][CH:31]=[CH:30][CH:29]=1. Product: [CH2:27]([O:15][C:3]1[C:4]([N+:12]([O-:14])=[O:13])=[C:5]([CH:10]=[CH:11][C:2]=1[Br:1])[C:6]([O:8][CH3:9])=[O:7])[C:28]1[CH:33]=[CH:32][CH:31]=[CH:30][CH:29]=1. The catalyst class is: 6. (4) Reactant: [CH3:1][C:2]1([CH3:42])[CH2:6][CH2:5][CH2:4][N:3]1[CH2:7][CH2:8][NH:9][C:10]([C:12]1[CH:13]=[CH:14][C:15]([F:41])=[C:16]([NH:18][C:19]([C:21]2[N:25]3[CH:26]=[CH:27][C:28]([C:30]4[CH:39]=[CH:38][C:33]([C:34]([O:36]C)=[O:35])=[C:32]([F:40])[CH:31]=4)=[CH:29][C:24]3=[N:23][CH:22]=2)=[O:20])[CH:17]=1)=[O:11].[OH-].[Na+]. Product: [CH3:1][C:2]1([CH3:42])[CH2:6][CH2:5][CH2:4][N:3]1[CH2:7][CH2:8][NH:9][C:10]([C:12]1[CH:13]=[CH:14][C:15]([F:41])=[C:16]([NH:18][C:19]([C:21]2[N:25]3[CH:26]=[CH:27][C:28]([C:30]4[CH:39]=[CH:38][C:33]([C:34]([OH:36])=[O:35])=[C:32]([F:40])[CH:31]=4)=[CH:29][C:24]3=[N:23][CH:22]=2)=[O:20])[CH:17]=1)=[O:11]. The catalyst class is: 5.